From a dataset of Reaction yield outcomes from USPTO patents with 853,638 reactions. Predict the reaction yield, written as a fraction of the theoretical maximum amount of product (1.0 means a 100% yield; for example, 0.34 means a 34% yield). (1) The reactants are [CH2:1]([N:3]([CH2:20][CH3:21])[CH2:4][CH2:5][N:6]1[CH2:12][CH2:11][CH2:10][C:9]2[NH:13][C:14]([CH:17]=O)=[C:15]([CH3:16])[C:8]=2[C:7]1=[O:19])[CH3:2].[F:22][C:23]1[CH:28]=[CH:27][C:26]([CH2:29][S:30]([C:33]2[CH:34]=[C:35]3[C:39](=[CH:40][CH:41]=2)[NH:38][C:37](=[O:42])[CH2:36]3)(=[O:32])=[O:31])=[CH:25][CH:24]=1.N1CCCCC1. The catalyst is C(O)C. The product is [F:22][C:23]1[CH:24]=[CH:25][C:26]([CH2:29][S:30]([C:33]2[CH:34]=[C:35]3[C:39](=[CH:40][CH:41]=2)[NH:38][C:37](=[O:42])/[C:36]/3=[CH:17]\[C:14]2[NH:13][C:9]3[CH2:10][CH2:11][CH2:12][N:6]([CH2:5][CH2:4][N:3]([CH2:20][CH3:21])[CH2:1][CH3:2])[C:7](=[O:19])[C:8]=3[C:15]=2[CH3:16])(=[O:32])=[O:31])=[CH:27][CH:28]=1. The yield is 0.660. (2) The reactants are Br[C:2]1[CH:8]=[C:7]([N+:9]([O-:11])=[O:10])[CH:6]=[CH:5][C:3]=1[NH2:4].[C:12]([C:14]1[CH:19]=[CH:18][CH:17]=[CH:16][CH:15]=1)#[CH:13]. The catalyst is C(N(CC)CC)C.[Cu]I.Cl[Pd](Cl)([P](C1C=CC=CC=1)(C1C=CC=CC=1)C1C=CC=CC=1)[P](C1C=CC=CC=1)(C1C=CC=CC=1)C1C=CC=CC=1. The product is [N+:9]([C:7]1[CH:6]=[CH:5][C:3]([NH2:4])=[C:2]([C:13]#[C:12][C:14]2[CH:19]=[CH:18][CH:17]=[CH:16][CH:15]=2)[CH:8]=1)([O-:11])=[O:10]. The yield is 0.140.